Dataset: Full USPTO retrosynthesis dataset with 1.9M reactions from patents (1976-2016). Task: Predict the reactants needed to synthesize the given product. (1) Given the product [Cl:48][C:49]1[CH:55]=[C:54]([Cl:56])[CH:53]=[CH:52][C:50]=1[NH:51][C:33]([C:32]1[C:27](=[O:26])[NH:28][N:29]=[C:30]([C:36]2[CH:41]=[CH:40][N:39]=[CH:38][CH:37]=2)[CH:31]=1)=[O:35], predict the reactants needed to synthesize it. The reactants are: ClC1C=C(Cl)C=CC=1CNC(C1C(=O)NN=C(C2C=CN=CC=2)C=1)=O.[O:26]=[C:27]1[C:32]([C:33]([OH:35])=O)=[CH:31][C:30]([C:36]2[CH:41]=[CH:40][N:39]=[CH:38][CH:37]=2)=[N:29][NH:28]1.C(Cl)(=O)C(Cl)=O.[Cl:48][C:49]1[CH:55]=[C:54]([Cl:56])[CH:53]=[CH:52][C:50]=1[NH2:51]. (2) Given the product [CH3:27][O:28][C:29]1[CH:34]=[CH:33][C:32]([NH:35][C:36]([NH:38][C:40]([NH:24][CH2:23][CH2:22][CH2:21][C:18]2[CH:19]=[CH:20][C:15]([C:12]3[N:13]=[CH:14][N:10]([C:7]4[CH:6]=[CH:5][C:4]([O:3][C:2]([F:1])([F:25])[F:26])=[CH:9][CH:8]=4)[N:11]=3)=[CH:16][CH:17]=2)=[O:42])=[S:37])=[C:31]([CH3:39])[CH:30]=1, predict the reactants needed to synthesize it. The reactants are: [F:1][C:2]([F:26])([F:25])[O:3][C:4]1[CH:9]=[CH:8][C:7]([N:10]2[CH:14]=[N:13][C:12]([C:15]3[CH:20]=[CH:19][C:18]([CH2:21][CH2:22][CH2:23][NH2:24])=[CH:17][CH:16]=3)=[N:11]2)=[CH:6][CH:5]=1.[CH3:27][O:28][C:29]1[CH:34]=[CH:33][C:32]([NH:35][C:36]([NH2:38])=[S:37])=[C:31]([CH3:39])[CH:30]=1.[C:40]([O-])(=[O:42])C.[Na+]. (3) Given the product [CH2:34]([N:36]1[C:48]2[CH:47]=[CH:46][C:45]([NH:49][C:16]([C@@H:9]3[CH2:10][C:11](=[N:13][O:14][CH3:15])[CH2:12][N:8]3[C:6]([C:25]3[C:20](=[O:19])[O:21][C:22]([CH2:29][CH2:30][CH2:31][CH2:32][CH3:33])=[CH:23][CH:24]=3)=[O:7])=[O:18])=[CH:44][C:43]=2[C:42]2[C:37]1=[CH:38][CH:39]=[CH:40][CH:41]=2)[CH3:35], predict the reactants needed to synthesize it. The reactants are: C(O[C:6]([N:8]1[CH2:12][C:11](=[N:13][O:14][CH3:15])[CH2:10][C@H:9]1[C:16]([OH:18])=O)=[O:7])(C)(C)C.[O:19]=[C:20]1[C:25](C(O)=O)=[CH:24][CH:23]=[C:22]([CH2:29][CH2:30][CH2:31][CH2:32][CH3:33])[O:21]1.[CH2:34]([N:36]1[C:48]2[CH:47]=[CH:46][C:45]([NH2:49])=[CH:44][C:43]=2[C:42]2[C:37]1=[CH:38][CH:39]=[CH:40][CH:41]=2)[CH3:35]. (4) Given the product [CH3:29][N:26]1[CH2:25][CH2:24][CH:23]([O:22][CH:7]2[C:6]3[CH:5]=[CH:4][CH:3]=[C:2]([S:40][CH3:39])[C:15]=3[CH2:14][CH2:13][N:12]3[C:8]2=[N:9][C:10]([C:16]2[CH:21]=[CH:20][CH:19]=[CH:18][CH:17]=2)=[CH:11]3)[CH2:28][CH2:27]1, predict the reactants needed to synthesize it. The reactants are: Br[C:2]1[C:15]2[CH2:14][CH2:13][N:12]3[C:8](=[N:9][C:10]([C:16]4[CH:21]=[CH:20][CH:19]=[CH:18][CH:17]=4)=[CH:11]3)[CH:7]([O:22][CH:23]3[CH2:28][CH2:27][N:26]([CH3:29])[CH2:25][CH2:24]3)[C:6]=2[CH:5]=[CH:4][CH:3]=1.C(N(C(C)C)CC)(C)C.[CH3:39][S-:40].[Na+].CC1(C)C2C(=C(P(C3C=CC=CC=3)C3C=CC=CC=3)C=CC=2)OC2C(P(C3C=CC=CC=3)C3C=CC=CC=3)=CC=CC1=2. (5) Given the product [Cl:1][C:2]1[CH:9]=[C:8]([Cl:10])[CH:7]=[CH:6][C:3]=1[C:4]1[N:26]([C:23]2[CH:24]=[CH:25][C:20]([S:17]([NH2:16])(=[O:18])=[O:19])=[CH:21][CH:22]=2)[C:12]([CH3:11])=[CH:13][CH:14]=1, predict the reactants needed to synthesize it. The reactants are: [Cl:1][C:2]1[CH:9]=[C:8]([Cl:10])[CH:7]=[CH:6][C:3]=1[CH:4]=O.[CH3:11][C:12](=O)[CH:13]=[CH2:14].[NH2:16][S:17]([C:20]1[CH:25]=[CH:24][C:23]([NH2:26])=[CH:22][CH:21]=1)(=[O:19])=[O:18]. (6) The reactants are: [CH:1]1([C:4]2[CH:5]=[CH:6][C:7]([C:15]([OH:17])=O)=[N:8][C:9]=2[O:10][CH2:11][CH:12]2[CH2:14][CH2:13]2)[CH2:3][CH2:2]1.[NH2:18][C@H:19]1[CH2:23][CH2:22][O:21][C:20]1=[O:24]. Given the product [O:24]=[C:20]1[C@@H:19]([NH:18][C:15]([C:7]2[CH:6]=[CH:5][C:4]([CH:1]3[CH2:2][CH2:3]3)=[C:9]([O:10][CH2:11][CH:12]3[CH2:13][CH2:14]3)[N:8]=2)=[O:17])[CH2:23][CH2:22][O:21]1, predict the reactants needed to synthesize it. (7) Given the product [CH:46]1([N:49]2[CH2:54][CH2:53][N:52]([CH2:6][C:7]3[N:12]=[CH:11][C:10]4[N:13]=[CH:14][N:15]([C:16]5[S:17][C:18]([C:34]([NH2:35])=[O:36])=[C:19]([O:21][C@@H:22]([C:24]6[CH:29]=[CH:28][CH:27]=[CH:26][C:25]=6[C:30]([F:33])([F:31])[F:32])[CH3:23])[CH:20]=5)[C:9]=4[CH:8]=3)[CH2:51][CH2:50]2)[CH2:48][CH2:47]1, predict the reactants needed to synthesize it. The reactants are: CS(O[CH2:6][C:7]1[N:12]=[CH:11][C:10]2[N:13]=[CH:14][N:15]([C:16]3[S:17][C:18]([C:34](=[O:36])[NH2:35])=[C:19]([O:21][C@@H:22]([C:24]4[CH:29]=[CH:28][CH:27]=[CH:26][C:25]=4[C:30]([F:33])([F:32])[F:31])[CH3:23])[CH:20]=3)[C:9]=2[CH:8]=1)(=O)=O.C(N(CC)CC)C.Cl.Cl.[CH:46]1([N:49]2[CH2:54][CH2:53][NH:52][CH2:51][CH2:50]2)[CH2:48][CH2:47]1. (8) The reactants are: [CH2:1]([O:3][C:4]([N:6]1[CH2:11][CH2:10][CH:9]([C:12]2[C:20]3[C:15](=[CH:16][C:17]([F:21])=[CH:18][CH:19]=3)[NH:14][CH:13]=2)[CH2:8][CH2:7]1)=[O:5])[CH3:2].Br[CH2:23][CH2:24][CH:25]1[O:29][CH2:28][CH2:27][O:26]1. Given the product [CH2:1]([O:3][C:4]([N:6]1[CH2:11][CH2:10][CH:9]([C:12]2[C:20]3[C:15](=[CH:16][C:17]([F:21])=[CH:18][CH:19]=3)[N:14]([CH2:23][CH2:24][CH:25]3[O:29][CH2:28][CH2:27][O:26]3)[CH:13]=2)[CH2:8][CH2:7]1)=[O:5])[CH3:2], predict the reactants needed to synthesize it. (9) The reactants are: [Br:1][C:2]1[CH:3]=[N:4][N:5]([CH3:17])[C:6]=1[C:7]1[CH:12]=[C:11]([N+:13]([O-:15])=[O:14])[CH:10]=[C:9](F)[CH:8]=1.[NH:18]1[CH2:22][CH2:21][CH2:20][CH2:19]1. Given the product [Br:1][C:2]1[CH:3]=[N:4][N:5]([CH3:17])[C:6]=1[C:7]1[CH:8]=[C:9]([N:18]2[CH2:22][CH2:21][CH2:20][CH2:19]2)[CH:10]=[C:11]([N+:13]([O-:15])=[O:14])[CH:12]=1, predict the reactants needed to synthesize it.